This data is from Forward reaction prediction with 1.9M reactions from USPTO patents (1976-2016). The task is: Predict the product of the given reaction. (1) Given the reactants [NH:1]1[CH2:5][CH2:4][CH2:3][CH2:2]1.Cl[C:7]1[N:12]=[CH:11][C:10]([C:13]23[CH2:19][N:16]([CH2:17][CH2:18]2)[CH2:15][CH2:14]3)=[CH:9][CH:8]=1.C(=O)([O-])[O-].[Na+].[Na+], predict the reaction product. The product is: [N:1]1([C:7]2[N:12]=[CH:11][C:10]([C:13]34[CH2:19][N:16]([CH2:15][CH2:14]3)[CH2:17][CH2:18]4)=[CH:9][CH:8]=2)[CH2:5][CH2:4][CH2:3][CH2:2]1. (2) Given the reactants [NH2:1][CH:2]([C:6]1[CH:11]=[CH:10][C:9]([CH2:12][O:13][CH3:14])=[CH:8][CH:7]=1)[C:3]([NH2:5])=[O:4].[C:15]1(=O)[CH2:20][CH2:19][CH2:18][CH2:17][CH2:16]1, predict the reaction product. The product is: [CH3:14][O:13][CH2:12][C:9]1[CH:10]=[CH:11][C:6]([CH:2]2[NH:1][C:15]3([CH2:20][CH2:19][CH2:18][CH2:17][CH2:16]3)[NH:5][C:3]2=[O:4])=[CH:7][CH:8]=1. (3) Given the reactants [Br:1][C:2]1[C:7]([O:8][C:9]2[CH:10]=[C:11]([CH:14]=[C:15]([Cl:17])[CH:16]=2)[C:12]#[N:13])=[C:6]([F:18])[C:5]([CH2:19]Br)=[CH:4][CH:3]=1.[NH3:21].CO, predict the reaction product. The product is: [NH2:21][CH2:19][C:5]1[C:6]([F:18])=[C:7]([O:8][C:9]2[CH:10]=[C:11]([CH:14]=[C:15]([Cl:17])[CH:16]=2)[C:12]#[N:13])[C:2]([Br:1])=[CH:3][CH:4]=1. (4) The product is: [OH:1][C:2]1[C:10]([N+:11]([O-:13])=[O:12])=[CH:9][C:5]([C:6]([OH:8])=[O:7])=[CH:4][N:3]=1. Given the reactants [OH:1][C:2]1[CH:10]=[CH:9][C:5]([C:6]([OH:8])=[O:7])=[CH:4][N:3]=1.[N+:11]([O-])([OH:13])=[O:12], predict the reaction product. (5) The product is: [C:1]([C@H:5]1[CH2:10][CH2:9][CH2:8][CH2:7][C@H:6]1[OH:11])([CH3:4])([CH3:2])[CH3:3]. Given the reactants [C:1]([C:5]1[CH:10]=[CH:9][CH:8]=[CH:7][C:6]=1[OH:11])([CH3:4])([CH3:3])[CH3:2].C(OC1CCCCC1C(C)(C)C)(=O)C.[H][H], predict the reaction product. (6) Given the reactants Br[C:2]1[CH:3]=[C:4]([NH:10][C:11]2[O:12][C:13]([CH3:16])=[CH:14][N:15]=2)[C:5](=[O:9])[N:6]([CH3:8])[CH:7]=1.[C:17]([O:20][CH2:21][C:22]1[C:23]([N:31]2[CH2:42][CH2:41][N:40]3[C:33](=[CH:34][C:35]4[CH2:36][C:37]([CH3:44])([CH3:43])[CH2:38][C:39]=43)[C:32]2=[O:45])=[N:24][CH:25]=[CH:26][C:27]=1B(O)O)(=[O:19])[CH3:18].[O-]P([O-])([O-])=O.[K+].[K+].[K+].C([O-])(=O)C.[Na+], predict the reaction product. The product is: [C:17]([O:20][CH2:21][C:22]1[C:23]([N:31]2[CH2:42][CH2:41][N:40]3[C:33](=[CH:34][C:35]4[CH2:36][C:37]([CH3:44])([CH3:43])[CH2:38][C:39]=43)[C:32]2=[O:45])=[N:24][CH:25]=[CH:26][C:27]=1[C:2]1[CH:3]=[C:4]([NH:10][C:11]2[O:12][C:13]([CH3:16])=[CH:14][N:15]=2)[C:5](=[O:9])[N:6]([CH3:8])[CH:7]=1)(=[O:19])[CH3:18]. (7) Given the reactants [Cl:1][C:2]1[CH:3]=[C:4]([CH:8]=[CH:9][C:10]=1[OH:11])[C:5](Cl)=[O:6].[O:12]1[C:17]2[CH:18]=[CH:19][CH:20]=[CH:21][C:16]=2[NH:15][CH2:14][CH2:13]1.C(O)C, predict the reaction product. The product is: [Cl:1][C:2]1[CH:3]=[C:4]([C:5]([N:15]2[C:16]3[CH:21]=[CH:20][CH:19]=[CH:18][C:17]=3[O:12][CH2:13][CH2:14]2)=[O:6])[CH:8]=[CH:9][C:10]=1[OH:11].